This data is from Reaction yield outcomes from USPTO patents with 853,638 reactions. The task is: Predict the reaction yield, written as a fraction of the theoretical maximum amount of product (1.0 means a 100% yield; for example, 0.34 means a 34% yield). (1) The reactants are [NH:1]1[CH2:6][CH2:5][CH2:4][CH:3]([CH2:7][NH:8][C:9](=[O:15])[O:10][C:11]([CH3:14])([CH3:13])[CH3:12])[CH2:2]1.C(C(C(O)=O)(O)C(C(=O)C1C=CC(OC)=CC=1)(O)C(O)=O)(=O)C1C=CC(OC)=CC=1. The catalyst is CCO. The product is [NH:1]1[CH2:6][CH2:5][CH2:4][C@@H:3]([CH2:7][NH:8][C:9](=[O:15])[O:10][C:11]([CH3:13])([CH3:12])[CH3:14])[CH2:2]1. The yield is 0.250. (2) The reactants are [F:1][C:2]1[C:3]([F:27])=[CH:4][C:5]2[N:14]=[C:13]([N:15]3[CH2:20][CH2:19][NH:18][C@@H:17]([CH2:21][CH2:22][O:23][CH3:24])[CH2:16]3)[C:12]3[CH:11]=[C:10]([CH3:25])[S:9][C:8]=3[NH:7][C:6]=2[CH:26]=1.C=O.[C:30](O[BH-](OC(=O)C)OC(=O)C)(=O)C.[Na+].[Cl:44]CCCl. No catalyst specified. The product is [ClH:44].[F:1][C:2]1[C:3]([F:27])=[CH:4][C:5]2[N:14]=[C:13]([N:15]3[CH2:20][CH2:19][N:18]([CH3:30])[C@@H:17]([CH2:21][CH2:22][O:23][CH3:24])[CH2:16]3)[C:12]3[CH:11]=[C:10]([CH3:25])[S:9][C:8]=3[NH:7][C:6]=2[CH:26]=1. The yield is 0.960. (3) The reactants are [N+:1]([C:4]1[N:9]=[CH:8][C:7]([N:10]2[CH2:15][CH2:14][N:13]([C:16]([O:18][C:19]([CH3:22])([CH3:21])[CH3:20])=[O:17])[CH2:12][CH2:11]2)=[CH:6][CH:5]=1)([O-:3])=[O:2].Br[C:24]1C=CC([N+]([O-])=O)=NC=1.C(OC(N1CCN[C@@H](C)C1)=O)(C)(C)C. No catalyst specified. The product is [CH3:24][C@@H:15]1[N:10]([C:7]2[CH:8]=[N:9][C:4]([N+:1]([O-:3])=[O:2])=[CH:5][CH:6]=2)[CH2:11][CH2:12][N:13]([C:16]([O:18][C:19]([CH3:22])([CH3:21])[CH3:20])=[O:17])[CH2:14]1. The yield is 0.500. (4) The reactants are [C:1]([C:4]1[CH:5]=[C:6]([NH:10][C:11](=[O:13])[CH3:12])[CH:7]=[CH:8][CH:9]=1)(=[O:3])[CH3:2].[CH3:14][N:15]([CH:17](OC)OC)[CH3:16]. No catalyst specified. The product is [CH3:14][N:15]([CH3:17])/[CH:16]=[CH:2]/[C:1]([C:4]1[CH:5]=[C:6]([NH:10][C:11](=[O:13])[CH3:12])[CH:7]=[CH:8][CH:9]=1)=[O:3]. The yield is 0.900. (5) The reactants are Br[C:2]1[CH:3]=[CH:4][C:5]([O:8][CH2:9][C:10]2[C:11]([C:16]3[CH:21]=[CH:20][CH:19]=[CH:18][CH:17]=3)=[N:12][O:13][C:14]=2[CH3:15])=[N:6][CH:7]=1.C([Li])CCC.[O:27]1[CH2:30][C:29](=[O:31])[CH2:28]1.CO. The catalyst is C1COCC1. The product is [CH3:15][C:14]1[O:13][N:12]=[C:11]([C:16]2[CH:21]=[CH:20][CH:19]=[CH:18][CH:17]=2)[C:10]=1[CH2:9][O:8][C:5]1[N:6]=[CH:7][C:2]([C:29]2([OH:31])[CH2:30][O:27][CH2:28]2)=[CH:3][CH:4]=1. The yield is 0.660. (6) The reactants are [C:1]([C:5]1[O:6][C:7]2[C:13]([S:14](Cl)(=[O:16])=[O:15])=[C:12]([Cl:18])[CH:11]=[CH:10][C:8]=2[N:9]=1)([CH3:4])([CH3:3])[CH3:2].C(N(CC)CC)C.[C:26]([O:30][C:31](=[O:38])[NH:32][C@@H:33]1[CH2:37][CH2:36][NH:35][CH2:34]1)([CH3:29])([CH3:28])[CH3:27]. The catalyst is C1COCC1. The product is [C:26]([O:30][C:31](=[O:38])[NH:32][C@@H:33]1[CH2:37][CH2:36][N:35]([S:14]([C:13]2[C:7]3[O:6][C:5]([C:1]([CH3:4])([CH3:3])[CH3:2])=[N:9][C:8]=3[CH:10]=[CH:11][C:12]=2[Cl:18])(=[O:16])=[O:15])[CH2:34]1)([CH3:29])([CH3:27])[CH3:28]. The yield is 0.670. (7) The reactants are O=C1CC([O:8][C@@H:9]2[CH2:13][NH:12][C:11](=[O:14])[CH2:10]2)CCO1.[CH2:15]([NH:22][C:23]([C:25]1[S:29][C:28](Br)=[N:27][C:26]=1[CH3:31])=[O:24])[C:16]1[CH:21]=[CH:20][CH:19]=[CH:18][CH:17]=1.C(=O)([O-])[O-].[Cs+].[Cs+].ClCCl. The catalyst is C1(C)C=CC=CC=1.C(OCC)(=O)C.CC1(C)C2C(=C(P(C3C=CC=CC=3)C3C=CC=CC=3)C=CC=2)OC2C(P(C3C=CC=CC=3)C3C=CC=CC=3)=CC=CC1=2. The product is [CH2:15]([NH:22][C:23]([C:25]1[S:29][C:28]([N:12]2[CH2:13][C@@H:9]([OH:8])[CH2:10][C:11]2=[O:14])=[N:27][C:26]=1[CH3:31])=[O:24])[C:16]1[CH:17]=[CH:18][CH:19]=[CH:20][CH:21]=1. The yield is 0.530. (8) The reactants are CN1CCOCC1.[NH:8]([C:25]([O:27][C:28]([CH3:31])([CH3:30])[CH3:29])=[O:26])[C@H:9]([C:22](O)=[O:23])[CH2:10][C:11]1[CH:16]=[CH:15][C:14]([O:17][C:18]([CH3:21])([CH3:20])[CH3:19])=[CH:13][CH:12]=1.F[P-](F)(F)(F)(F)F.N1(O[P+](N(C)C)(N(C)C)N(C)C)C2C=CC=CC=2N=N1.[NH2:59][C@H:60]([C:68]([O:70][CH3:71])=[O:69])[CH2:61][CH2:62][CH2:63][NH:64][C:65](=[NH:67])[NH2:66]. The catalyst is CN(C=O)C. The product is [NH:8]([C:25]([O:27][C:28]([CH3:31])([CH3:30])[CH3:29])=[O:26])[C@H:9]([C:22]([NH:59][C@H:60]([C:68]([O:70][CH3:71])=[O:69])[CH2:61][CH2:62][CH2:63][NH:64][C:65](=[NH:66])[NH2:67])=[O:23])[CH2:10][C:11]1[CH:12]=[CH:13][C:14]([O:17][C:18]([CH3:21])([CH3:19])[CH3:20])=[CH:15][CH:16]=1. The yield is 1.00. (9) The reactants are C([S:4][CH2:5][CH2:6][CH:7]([S:12]([OH:15])(=[O:14])=[O:13])[C:8]([O:10]C)=[O:9])(=O)C.[OH-].[Na+].[N+:18]([C:21]1[CH:22]=[CH:23][C:24]([S:27][S:27][C:24]2[CH:23]=[CH:22][C:21]([N+:18]([O-:20])=[O:19])=[CH:26][N:25]=2)=[N:25][CH:26]=1)([O-:20])=[O:19]. The catalyst is O.CC(N(C)C)=O. The product is [N+:18]([C:21]1[CH:22]=[CH:23][C:24]([S:27][S:4][CH2:5][CH2:6][CH:7]([S:12]([OH:15])(=[O:13])=[O:14])[C:8]([OH:10])=[O:9])=[N:25][CH:26]=1)([O-:20])=[O:19]. The yield is 0.750.